Dataset: Full USPTO retrosynthesis dataset with 1.9M reactions from patents (1976-2016). Task: Predict the reactants needed to synthesize the given product. (1) Given the product [OH:3][C:4]1([CH2:5][CH2:6][C@@H:7]([CH2:23][O:24][S:25]([C:28]2[CH:34]=[CH:33][C:31]([CH3:32])=[CH:30][CH:29]=2)(=[O:26])=[O:27])[CH2:8][C@H:9]2[CH2:13][O:12][C:11]([CH3:14])([CH3:15])[N:10]2[C:16]([O:18][C:19]([CH3:21])([CH3:20])[CH3:22])=[O:17])[CH2:37][CH2:36]1, predict the reactants needed to synthesize it. The reactants are: C([O:3][C:4](=O)[CH2:5][CH2:6][C@@H:7]([CH2:23][O:24][S:25]([C:28]1[CH:34]=[CH:33][C:31]([CH3:32])=[CH:30][CH:29]=1)(=[O:27])=[O:26])[CH2:8][C@H:9]1[CH2:13][O:12][C:11]([CH3:15])([CH3:14])[N:10]1[C:16]([O:18][C:19]([CH3:22])([CH3:21])[CH3:20])=[O:17])C.[CH3:36][CH2:37][Mg+].[Br-].[C@H](O)(C([O-])=O)[C@@H](O)C([O-])=O.[Na+].[K+]. (2) Given the product [CH3:19][N:16]1[CH2:17][CH2:18][CH:13]([O:12][CH:9]2[C:8]3[CH:20]=[CH:21][CH:22]=[CH:23][C:7]=3[CH2:6][CH2:5][N:4]3[C:10]2=[N:11][C:2]([CH:24]=[CH2:25])=[CH:3]3)[CH2:14][CH2:15]1, predict the reactants needed to synthesize it. The reactants are: I[C:2]1[N:11]=[C:10]2[N:4]([CH2:5][CH2:6][C:7]3[CH:23]=[CH:22][CH:21]=[CH:20][C:8]=3[CH:9]2[O:12][CH:13]2[CH2:18][CH2:17][N:16]([CH3:19])[CH2:15][CH2:14]2)[CH:3]=1.[CH:24]([B-](F)(F)F)=[CH2:25].[K+].CC(OC1C=CC=C(OC(C)C)C=1C1C(P(C2CCCCC2)C2CCCCC2)=CC=CC=1)C.C([O-])([O-])=O.[K+].[K+].C([O-])([O-])=O.[Na+].[Na+]. (3) Given the product [CH3:1][O:2][CH2:3][CH2:4][NH:5][C:12]([CH3:11])=[CH:13][C:14](=[O:16])[CH3:15], predict the reactants needed to synthesize it. The reactants are: [CH3:1][O:2][CH2:3][CH2:4][NH2:5].O1CCCC1.[CH3:11][C:12](=O)[CH2:13][C:14](=[O:16])[CH3:15]. (4) Given the product [OH:8][C:9]1[CH:23]=[CH:22][C:12]([CH2:13][C@@H:14]2[O:18][C:17]([CH3:20])([CH3:19])[O:16][CH2:15]2)=[CH:11][CH:10]=1, predict the reactants needed to synthesize it. The reactants are: C([O:8][C:9]1[CH:23]=[CH:22][C:12]([CH2:13][C@@H:14]2[O:18][C:17]([CH3:20])([CH3:19])[O:16][C:15]2=O)=[CH:11][CH:10]=1)C1C=CC=CC=1. (5) Given the product [CH2:1]([C:3]1[N:4]=[C:5]2[C:10]([C:11]#[N:12])=[CH:9][CH:8]=[CH:7][N:6]2[C:13]=1[C:14]1[CH:19]=[CH:18][CH:17]=[C:16]([O:20][C:26]2[CH:27]=[CH:22][CH:23]=[C:24]([S:28]([CH2:31][CH3:32])(=[O:29])=[O:30])[CH:25]=2)[CH:15]=1)[CH3:2], predict the reactants needed to synthesize it. The reactants are: [CH2:1]([C:3]1[N:4]=[C:5]2[C:10]([C:11]#[N:12])=[CH:9][CH:8]=[CH:7][N:6]2[C:13]=1[C:14]1[CH:19]=[CH:18][CH:17]=[C:16]([OH:20])[CH:15]=1)[CH3:2].Br[C:22]1[CH:27]=[CH:26][CH:25]=[C:24]([S:28]([CH2:31][CH3:32])(=[O:30])=[O:29])[CH:23]=1. (6) The reactants are: Cl[S:2]([C:5]1[S:6][C:7]([C:10]2[S:11][C:12]([CH3:15])=[CH:13][CH:14]=2)=[CH:8][CH:9]=1)(=[O:4])=[O:3].[NH2:16][C:17]1[O:21][N:20]=[C:19]([CH3:22])[C:18]=1[Br:23]. Given the product [Br:23][C:18]1[C:19]([CH3:22])=[N:20][O:21][C:17]=1[NH:16][S:2]([C:5]1[S:6][C:7]([C:10]2[S:11][C:12]([CH3:15])=[CH:13][CH:14]=2)=[CH:8][CH:9]=1)(=[O:4])=[O:3], predict the reactants needed to synthesize it. (7) Given the product [S:1]1[C:5]2[CH:6]=[CH:7][CH:8]=[CH:9][C:4]=2[N:3]=[C:2]1[C:10]1[CH:11]=[C:12]2[C:17](=[CH:18][C:19]=1[NH:20][C:21](=[O:23])[CH3:22])[CH2:16][NH:15][CH2:14][CH2:13]2, predict the reactants needed to synthesize it. The reactants are: [S:1]1[C:5]2[CH:6]=[CH:7][CH:8]=[CH:9][C:4]=2[N:3]=[C:2]1[C:10]1[CH:11]=[C:12]2[C:17](=[CH:18][C:19]=1[NH:20][C:21](=[O:23])[CH3:22])[CH2:16][N:15](C(=O)C(F)(F)F)[CH2:14][CH2:13]2.O.[OH-].[Li+]. (8) The reactants are: [N+:1]([C:4]1[CH:9]=[CH:8][CH:7]=[C:6]([N+:10]([O-])=O)[C:5]=1[NH:13][CH2:14][C:15]([O:17]CC)=O)([O-])=O. Given the product [NH2:1][C:4]1[CH:9]=[CH:8][CH:7]=[C:6]2[C:5]=1[N:13]=[CH:14][C:15](=[O:17])[NH:10]2, predict the reactants needed to synthesize it.